Predict the reactants needed to synthesize the given product. From a dataset of Full USPTO retrosynthesis dataset with 1.9M reactions from patents (1976-2016). (1) Given the product [Cl:1][C:2]1[CH:3]=[C:4]2[C:8](=[CH:9][CH:10]=1)[NH:7][CH:6]=[C:5]2[CH2:11][CH2:12][NH:13][C:14]([C:15]1[C:16]([C:27]2[CH:28]=[CH:29][C:24]([F:23])=[CH:25][CH:26]=2)=[CH:17][CH:18]=[CH:19][CH:20]=1)=[O:22], predict the reactants needed to synthesize it. The reactants are: [Cl:1][C:2]1[CH:3]=[C:4]2[C:8](=[CH:9][CH:10]=1)[NH:7][CH:6]=[C:5]2[CH2:11][CH2:12][NH:13][C:14](=[O:22])[C:15]1[CH:20]=[CH:19][CH:18]=[CH:17][C:16]=1I.[F:23][C:24]1[CH:29]=[CH:28][C:27](B(O)O)=[CH:26][CH:25]=1.C(=O)([O-])[O-].[Na+].[Na+]. (2) Given the product [CH2:1]([O:3][C:4](=[O:32])[CH2:5][N:6]1[C:14]2[CH2:13][CH2:12][CH2:11][C@@H:10]([N:15]([S:16]([C:19]3[CH:24]=[C:23]([C:25]([F:27])([F:28])[F:26])[CH:22]=[C:21]([CH:29]([CH3:31])[CH3:30])[CH:20]=3)(=[O:18])=[O:17])[CH3:33])[C:9]=2[CH:8]=[N:7]1)[CH3:2], predict the reactants needed to synthesize it. The reactants are: [CH2:1]([O:3][C:4](=[O:32])[CH2:5][N:6]1[C:14]2[CH2:13][CH2:12][CH2:11][C@@H:10]([NH:15][S:16]([C:19]3[CH:24]=[C:23]([C:25]([F:28])([F:27])[F:26])[CH:22]=[C:21]([CH:29]([CH3:31])[CH3:30])[CH:20]=3)(=[O:18])=[O:17])[C:9]=2[CH:8]=[N:7]1)[CH3:2].[CH3:33]I. (3) Given the product [CH:23]([C:19]1[CH:18]=[C:17]([CH:22]=[CH:21][CH:20]=1)[CH2:16][N:11]1[C@@H:10]2[C@H:14]([C@H:6]([CH2:5][C:4]3[CH:28]=[CH:29][C:30]([O:31][CH3:32])=[C:2]([CH:33]=[CH2:34])[CH:3]=3)[CH2:7][S:8](=[O:27])(=[O:26])[CH2:9]2)[O:13][C:12]1=[O:15])([CH3:25])[CH3:24], predict the reactants needed to synthesize it. The reactants are: Br[C:2]1[CH:3]=[C:4]([CH:28]=[CH:29][C:30]=1[O:31][CH3:32])[CH2:5][C@H:6]1[C@H:14]2[C@@H:10]([N:11]([CH2:16][C:17]3[CH:22]=[CH:21][CH:20]=[C:19]([CH:23]([CH3:25])[CH3:24])[CH:18]=3)[C:12](=[O:15])[O:13]2)[CH2:9][S:8](=[O:27])(=[O:26])[CH2:7]1.[C:33](P(C(C)(C)C)C(C)(C)C)(C)(C)[CH3:34]. (4) Given the product [Br:1][C:2]1[CH:3]=[C:4]([NH:8][C@H:9]([C:12]2[CH:17]=[CH:16][CH:15]=[CH:14][CH:13]=2)[CH2:10][NH:11][S:30]([CH:27]2[CH2:29][CH2:28]2)(=[O:32])=[O:31])[CH:5]=[N:6][CH:7]=1, predict the reactants needed to synthesize it. The reactants are: [Br:1][C:2]1[CH:3]=[C:4]([NH:8][C@H:9]([C:12]2[CH:17]=[CH:16][CH:15]=[CH:14][CH:13]=2)[CH2:10][NH2:11])[CH:5]=[N:6][CH:7]=1.C(N(CC)C(C)C)(C)C.[CH:27]1([S:30](Cl)(=[O:32])=[O:31])[CH2:29][CH2:28]1. (5) Given the product [O:4]=[C:3]([C:5]1[CH:10]=[CH:9][C:8]([N:11]2[CH2:16][CH2:15][O:14][CH2:13][CH2:12]2)=[CH:7][CH:6]=1)[CH2:2][N:18]([CH3:17])[C:19](=[O:30])[O:20][C:21]([CH3:24])([CH3:23])[CH3:22], predict the reactants needed to synthesize it. The reactants are: Br[CH2:2][C:3]([C:5]1[CH:10]=[CH:9][C:8]([N:11]2[CH2:16][CH2:15][O:14][CH2:13][CH2:12]2)=[CH:7][CH:6]=1)=[O:4].[CH3:17][NH2:18].[C:19](=[O:30])(OC(C)(C)C)[O:20][C:21]([CH3:24])([CH3:23])[CH3:22]. (6) Given the product [F:1][C:2]1[CH:17]=[CH:16][CH:15]=[CH:14][C:3]=1[O:4][C:5]1[C:13]2[C:8](=[CH:9][CH:10]=[CH:11][CH:12]=2)[N:7]([C:21]2[N:22]=[C:23]([NH2:31])[C:24]([N+:28]([O-:30])=[O:29])=[C:25]([NH2:27])[N:26]=2)[N:6]=1, predict the reactants needed to synthesize it. The reactants are: [F:1][C:2]1[CH:17]=[CH:16][CH:15]=[CH:14][C:3]=1[O:4][C:5]1[C:13]2[C:8](=[CH:9][CH:10]=[CH:11][CH:12]=2)[NH:7][N:6]=1.[H-].[Na+].Cl[C:21]1[N:26]=[C:25]([NH2:27])[C:24]([N+:28]([O-:30])=[O:29])=[C:23]([NH2:31])[N:22]=1. (7) The reactants are: Br[C:2]1[CH:17]=[CH:16][C:5]([C:6]([O:8][CH2:9][C:10]2[CH:15]=[CH:14][CH:13]=[CH:12][CH:11]=2)=[O:7])=[C:4]([CH3:18])[CH:3]=1.CC1(C)C(C)(C)OB([C:27]2[CH:32]=[CH:31][CH:30]=[CH:29][C:28]=2[OH:33])O1.O.P([O-])([O-])([O-])=O.[K+].[K+].[K+].C(O)(=O)CC(CC(O)=O)(C(O)=O)O. Given the product [OH:33][C:28]1[CH:29]=[CH:30][CH:31]=[CH:32][C:27]=1[C:2]1[CH:17]=[CH:16][C:5]([C:6]([O:8][CH2:9][C:10]2[CH:15]=[CH:14][CH:13]=[CH:12][CH:11]=2)=[O:7])=[C:4]([CH3:18])[CH:3]=1, predict the reactants needed to synthesize it.